Dataset: Full USPTO retrosynthesis dataset with 1.9M reactions from patents (1976-2016). Task: Predict the reactants needed to synthesize the given product. Given the product [NH2:1][C:2](=[O:37])[C@@H:3]([NH:20][C:21]([C:23]1([NH:29][C:30](=[O:36])[O:31][C:32]([CH3:33])([CH3:35])[CH3:34])[CH2:24][CH2:25][O:26][CH2:27][CH2:28]1)=[O:22])[CH2:4][C:5]1[CH:10]=[CH:9][C:8]([C:39]2[CH:40]=[CH:41][C:42]3[O:46][C:45](=[O:47])[N:44]([CH2:48][CH2:49][O:50][CH3:51])[C:43]=3[CH:52]=2)=[CH:7][CH:6]=1, predict the reactants needed to synthesize it. The reactants are: [NH2:1][C:2](=[O:37])[C@@H:3]([NH:20][C:21]([C:23]1([NH:29][C:30](=[O:36])[O:31][C:32]([CH3:35])([CH3:34])[CH3:33])[CH2:28][CH2:27][O:26][CH2:25][CH2:24]1)=[O:22])[CH2:4][C:5]1[CH:10]=[CH:9][C:8](B2OC(C)(C)C(C)(C)O2)=[CH:7][CH:6]=1.Br[C:39]1[CH:40]=[CH:41][C:42]2[O:46][C:45](=[O:47])[N:44]([CH2:48][CH2:49][O:50][CH3:51])[C:43]=2[CH:52]=1.C(=O)([O-])[O-].[Na+].[Na+].